Dataset: Reaction yield outcomes from USPTO patents with 853,638 reactions. Task: Predict the reaction yield, written as a fraction of the theoretical maximum amount of product (1.0 means a 100% yield; for example, 0.34 means a 34% yield). (1) The product is [CH3:1][C@H:2]1[C@@:7]([C:14]2[CH:15]=[CH:16][C:11]([CH3:19])=[CH:12][CH:13]=2)([OH:8])[O:6][CH2:5][C:4]([CH3:10])([CH3:9])[NH:3]1. The yield is 0.410. The reactants are [CH3:1][C@H:2]1[C:7](=[O:8])[O:6][CH2:5][C:4]([CH3:10])([CH3:9])[NH:3]1.[C:11]1([CH3:19])[CH:16]=[CH:15][C:14]([Mg]Br)=[CH:13][CH:12]=1.[NH4+].[Cl-].CCOCC. The catalyst is C1COCC1. (2) The reactants are C([O:8][CH:9]1[CH2:13][O:12][CH:11]2[CH:14]([O:17][CH3:18])[CH2:15][O:16][CH:10]12)C1C=CC=CC=1. The catalyst is CCO.[Pd]. The product is [CH3:18][O:17][CH:14]1[CH:11]2[O:12][CH2:13][CH:9]([OH:8])[CH:10]2[O:16][CH2:15]1. The yield is 0.903. (3) The reactants are [N+:1]([C:4]1[CH:9]=[CH:8][C:7]([NH:10][CH:11]2[CH2:16][CH2:15][CH:14]([O:17][CH2:18][C:19]([OH:21])=O)[CH2:13][CH2:12]2)=[CH:6][C:5]=1[C:22]([F:25])([F:24])[F:23])([O-:3])=[O:2].CCN(C(C)C)C(C)C.CN(C(ON1N=NC2C=CC=NC1=2)=[N+](C)C)C.F[P-](F)(F)(F)(F)F.[F:59][C:60]1[CH:61]=[C:62]2[C:67](=[CH:68][CH:69]=1)[CH:66]=[C:65]([N:70]1[CH2:75][CH2:74][NH:73][CH2:72][CH2:71]1)[CH:64]=[CH:63]2. The catalyst is ClCCl. The product is [F:59][C:60]1[CH:61]=[C:62]2[C:67](=[CH:68][CH:69]=1)[CH:66]=[C:65]([N:70]1[CH2:71][CH2:72][N:73]([C:19](=[O:21])[CH2:18][O:17][CH:14]3[CH2:15][CH2:16][CH:11]([NH:10][C:7]4[CH:8]=[CH:9][C:4]([N+:1]([O-:3])=[O:2])=[C:5]([C:22]([F:24])([F:23])[F:25])[CH:6]=4)[CH2:12][CH2:13]3)[CH2:74][CH2:75]1)[CH:64]=[CH:63]2. The yield is 0.110. (4) The reactants are Br[C:2]1[CH:7]=[C:6](Br)[CH:5]=[C:4](Br)[CH:3]=1.[CH2:10]([OH:15])[CH2:11][CH2:12][C:13]#[CH:14]. The catalyst is C(N(CC)CC)C.Cl[Pd](Cl)([P](C1C=CC=CC=1)(C1C=CC=CC=1)C1C=CC=CC=1)[P](C1C=CC=CC=1)(C1C=CC=CC=1)C1C=CC=CC=1.[Cu]I. The product is [OH:15][CH2:10][CH2:11][CH2:12][C:13]#[C:14][C:2]1[CH:7]=[C:6]([C:14]#[C:13][CH2:12][CH2:11][CH2:10][OH:15])[CH:5]=[C:4]([C:14]#[C:13][CH2:12][CH2:11][CH2:10][OH:15])[CH:3]=1. The yield is 0.740. (5) The reactants are [N+:1]([C:4]1[CH:5]=[C:6]([CH2:10][CH2:11]OS(C)(=O)=O)[CH:7]=[CH:8][CH:9]=1)([O-:3])=[O:2].C(=O)([O-])[O-].[Cs+].[Cs+].C(OC([N:30]1[CH2:35][CH2:34][NH:33][CH2:32][CH2:31]1)=O)(C)(C)C. The catalyst is CN(C=O)C.O. The product is [N+:1]([C:4]1[CH:5]=[C:6]([CH2:10][CH2:11][N:30]2[CH2:35][CH2:34][NH:33][CH2:32][CH2:31]2)[CH:7]=[CH:8][CH:9]=1)([O-:3])=[O:2]. The yield is 1.00. (6) The reactants are C[O:2][C:3]([C:5]1[CH:6]=[CH:7][C:8]([N+:18]([O-])=O)=[C:9]([CH:17]=1)[C:10]([O:12][C:13]([CH3:16])([CH3:15])[CH3:14])=[O:11])=[O:4].[Li+].[OH-]. The catalyst is C1COCC1.O.CO.[Pd]. The product is [NH2:18][C:8]1[CH:7]=[CH:6][C:5]([C:3]([OH:4])=[O:2])=[CH:17][C:9]=1[C:10]([O:12][C:13]([CH3:16])([CH3:15])[CH3:14])=[O:11]. The yield is 0.800. (7) The reactants are C([O:3][C:4](=[O:33])[CH2:5][N:6]1[C:14]2[C:9](=[CH:10][C:11]([F:15])=[CH:12][CH:13]=2)[C:8]([CH2:16][C:17]2[C:18]([S:23]([C:26]3[CH:31]=[CH:30][CH:29]=[CH:28][CH:27]=3)(=[O:25])=[O:24])=[N:19][CH:20]=[CH:21][CH:22]=2)=[C:7]1[CH3:32])C.[OH-].[K+]. The catalyst is C1COCC1.O. The product is [C:26]1([S:23]([C:18]2[C:17]([CH2:16][C:8]3[C:9]4[C:14](=[CH:13][CH:12]=[C:11]([F:15])[CH:10]=4)[N:6]([CH2:5][C:4]([OH:33])=[O:3])[C:7]=3[CH3:32])=[CH:22][CH:21]=[CH:20][N:19]=2)(=[O:25])=[O:24])[CH:31]=[CH:30][CH:29]=[CH:28][CH:27]=1. The yield is 1.00. (8) The catalyst is CC(O)C. The reactants are [CH3:1][S:2]([C:5]1[CH:10]=[C:9]([CH2:11][NH:12]C(=O)OC(C)(C)C)[CH:8]=[CH:7][N:6]=1)(=[O:4])=[O:3].[ClH:20]. The yield is 0.920. The product is [ClH:20].[CH3:1][S:2]([C:5]1[CH:10]=[C:9]([CH2:11][NH2:12])[CH:8]=[CH:7][N:6]=1)(=[O:4])=[O:3].